This data is from Catalyst prediction with 721,799 reactions and 888 catalyst types from USPTO. The task is: Predict which catalyst facilitates the given reaction. (1) Reactant: [CH2:1]([C:3]1[S:4][CH:5]=[C:6]([CH2:8]P(=O)(OCC)OCC)[N:7]=1)[CH3:2].[H-].[Na+].[CH3:19][O:20][CH2:21][O:22][C:23]1[C:27]([CH:28]=O)=[CH:26][N:25]([C:30]2[CH:35]=[CH:34][CH:33]=[CH:32][CH:31]=2)[N:24]=1.O. Product: [CH2:1]([C:3]1[S:4][CH:5]=[C:6](/[CH:8]=[CH:28]/[C:27]2[C:23]([O:22][CH2:21][O:20][CH3:19])=[N:24][N:25]([C:30]3[CH:35]=[CH:34][CH:33]=[CH:32][CH:31]=3)[CH:26]=2)[N:7]=1)[CH3:2]. The catalyst class is: 7. (2) Product: [Br:1][C:2]1[CH:7]=[CH:6][C:5]([O:8][Si:17]([CH:21]([CH3:23])[CH3:22])([CH:18]([CH3:20])[CH3:19])[CH:14]([CH3:16])[CH3:15])=[CH:4][CH:3]=1. Reactant: [Br:1][C:2]1[CH:7]=[CH:6][C:5]([OH:8])=[CH:4][CH:3]=1.N1C=CN=C1.[CH:14]([Si:17](Cl)([CH:21]([CH3:23])[CH3:22])[CH:18]([CH3:20])[CH3:19])([CH3:16])[CH3:15].[NH4+].[Cl-]. The catalyst class is: 26. (3) Reactant: [F:1][C:2]1[CH:7]=[CH:6][C:5]([C:8](=[O:23])[CH2:9][NH:10][C:11]([C:13]2[NH:22][C:16]3=[CH:17][N:18]=[C:19]([Cl:21])[CH:20]=[C:15]3[CH:14]=2)=[O:12])=[CH:4][CH:3]=1.[BH4-]. Product: [CH3:2][CH2:3][CH2:4][CH:5]([CH3:8])[CH3:6].[F:1][C:2]1[CH:7]=[CH:6][C:5]([CH:8]([OH:23])[CH2:9][NH:10][C:11]([C:13]2[NH:22][C:16]3=[CH:17][N:18]=[C:19]([Cl:21])[CH:20]=[C:15]3[CH:14]=2)=[O:12])=[CH:4][CH:3]=1. The catalyst class is: 8. (4) Product: [NH2:32][C:31]1[N:38]=[C:15]([C:10]2[CH:11]=[CH:12][CH:13]=[CH:14][C:9]=2[O:8][Si:1]([C:4]([CH3:7])([CH3:6])[CH3:5])([CH3:3])[CH3:2])[CH:16]=[C:25]([C:24]2[CH:27]=[CH:28][C:21]([N+:18]([O-:20])=[O:19])=[CH:22][CH:23]=2)[C:30]=1[C:29]#[N:33]. The catalyst class is: 11. Reactant: [Si:1]([O:8][C:9]1[CH:14]=[CH:13][CH:12]=[CH:11][C:10]=1[C:15](=O)[CH3:16])([C:4]([CH3:7])([CH3:6])[CH3:5])([CH3:3])[CH3:2].[N+:18]([C:21]1[CH:28]=[CH:27][C:24]([CH:25]=O)=[CH:23][CH:22]=1)([O-:20])=[O:19].[C:29](#[N:33])[CH2:30][C:31]#[N:32].C([O-])(=O)C.[NH4+:38].C(=O)([O-])O.[Na+]. (5) Reactant: Cl[CH2:2][CH2:3][CH2:4][N:5]1[C:10]2[CH:11]=[CH:12][C:13]([CH3:15])=[CH:14][C:9]=2[O:8][CH2:7][C:6]1=[O:16].C([O-])([O-])=O.[K+].[K+].[Na+].[I-].[CH2:25]([CH:29]1[CH2:34][CH2:33][NH:32][CH2:31][CH2:30]1)[CH2:26][CH2:27][CH3:28]. Product: [CH2:25]([CH:29]1[CH2:34][CH2:33][N:32]([CH2:2][CH2:3][CH2:4][N:5]2[C:10]3[CH:11]=[CH:12][C:13]([CH3:15])=[CH:14][C:9]=3[O:8][CH2:7][C:6]2=[O:16])[CH2:31][CH2:30]1)[CH2:26][CH2:27][CH3:28]. The catalyst class is: 243. (6) Reactant: [Br:1][C:2]1[CH:3]=[N:4][C:5]([O:8][C:9]2[CH:10]=[C:11]([CH:21]=[CH:22][CH:23]=2)[CH2:12]P(=O)(OCC)OCC)=[N:6][CH:7]=1.O1CCOCCOCCOCCOCC1.[H-].[Na+].[C:41]([O:45][C:46]([N:48]1[CH2:53][CH2:52][C:51](=O)[CH2:50][CH2:49]1)=[O:47])([CH3:44])([CH3:43])[CH3:42]. Product: [Br:1][C:2]1[CH:7]=[N:6][C:5]([O:8][C:9]2[CH:10]=[C:11]([CH:21]=[CH:22][CH:23]=2)[CH:12]=[C:51]2[CH2:52][CH2:53][N:48]([C:46]([O:45][C:41]([CH3:44])([CH3:43])[CH3:42])=[O:47])[CH2:49][CH2:50]2)=[N:4][CH:3]=1. The catalyst class is: 20. (7) Reactant: C([O:3][C:4]([CH:6]1[CH2:11][CH2:10][N:9]([CH2:12][C:13]2[C:17]3[CH:18]=[CH:19][C:20]([O:22][C:23]4[S:24][C:25]5[CH:31]=[CH:30][CH:29]=[CH:28][C:26]=5[N:27]=4)=[CH:21][C:16]=3[O:15][CH:14]=2)[CH2:8][CH2:7]1)=[O:5])C.[OH-].[K+].Cl. Product: [CH:4]([OH:5])=[O:3].[S:24]1[C:25]2[CH:31]=[CH:30][CH:29]=[CH:28][C:26]=2[N:27]=[C:23]1[O:22][C:20]1[CH:19]=[CH:18][C:17]2[C:13]([CH2:12][N:9]3[CH2:10][CH2:11][CH:6]([C:4]([OH:5])=[O:3])[CH2:7][CH2:8]3)=[CH:14][O:15][C:16]=2[CH:21]=1. The catalyst class is: 41.